From a dataset of Catalyst prediction with 721,799 reactions and 888 catalyst types from USPTO. Predict which catalyst facilitates the given reaction. (1) Reactant: B.C1COCC1.[O:7]=[C:8]1[CH:13]=[C:12]([C:14](O)=[O:15])[CH:11]=[CH:10][NH:9]1.CO. Product: [OH:15][CH2:14][C:12]1[CH:11]=[CH:10][NH:9][C:8](=[O:7])[CH:13]=1. The catalyst class is: 1. (2) Reactant: Br[C:2]1[N:7]=[C:6]([C:8]([OH:10])=[O:9])[CH:5]=[CH:4][CH:3]=1.C([O-])([O-])=O.[Na+].[Na+].[C:17]1(B(O)O)[CH:22]=[CH:21][CH:20]=[CH:19][CH:18]=1. Product: [C:17]1([C:2]2[N:7]=[C:6]([C:8]([OH:10])=[O:9])[CH:5]=[CH:4][CH:3]=2)[CH:22]=[CH:21][CH:20]=[CH:19][CH:18]=1. The catalyst class is: 57. (3) The catalyst class is: 4. Reactant: [CH3:1][N:2]([CH2:20][CH2:21][CH2:22][NH:23][CH3:24])[CH2:3][C:4]([NH:6][C:7]1[CH:12]=[CH:11][C:10]([O:13][C:14]2[CH:19]=[CH:18][CH:17]=[CH:16][CH:15]=2)=[CH:9][CH:8]=1)=[O:5].[N:25]([C:28]1[CH:37]=[CH:36][C:31]([C:32]([O:34][CH3:35])=[O:33])=[CH:30][CH:29]=1)=[C:26]=[O:27].CO. Product: [CH3:24][N:23]([CH2:22][CH2:21][CH2:20][N:2]([CH3:1])[CH2:3][C:4](=[O:5])[NH:6][C:7]1[CH:12]=[CH:11][C:10]([O:13][C:14]2[CH:19]=[CH:18][CH:17]=[CH:16][CH:15]=2)=[CH:9][CH:8]=1)[C:26]([NH:25][C:28]1[CH:37]=[CH:36][C:31]([C:32]([O:34][CH3:35])=[O:33])=[CH:30][CH:29]=1)=[O:27].